From a dataset of Forward reaction prediction with 1.9M reactions from USPTO patents (1976-2016). Predict the product of the given reaction. (1) Given the reactants [NH2:1][C@H:2]([CH2:18][CH3:19])[CH2:3][N:4]1[CH:8]=[CH:7][C:6]([C:9]2[CH:16]=[CH:15][C:12]([C:13]#[N:14])=[C:11]([Cl:17])[CH:10]=2)=[N:5]1.[C:20]([C:23]1[CH:27]=[C:26]([C:28](O)=[O:29])[NH:25][N:24]=1)(=[O:22])[CH3:21].CCN(C(C)C)C(C)C.C1C=CC2N(O)N=NC=2C=1.CCN=C=NCCCN(C)C, predict the reaction product. The product is: [C:20]([C:23]1[CH:27]=[C:26]([C:28]([NH:1][C@H:2]([CH2:18][CH3:19])[CH2:3][N:4]2[CH:8]=[CH:7][C:6]([C:9]3[CH:16]=[CH:15][C:12]([C:13]#[N:14])=[C:11]([Cl:17])[CH:10]=3)=[N:5]2)=[O:29])[NH:25][N:24]=1)(=[O:22])[CH3:21]. (2) Given the reactants [NH:1]1[C:5]2=[N:6][CH:7]=[C:8]([C:10]([OH:12])=O)[CH:9]=[C:4]2[CH:3]=[CH:2]1.[CH2:13]([NH2:20])[C:14]1[CH:19]=[CH:18][CH:17]=[CH:16][CH:15]=1.C1CN([P+](Br)(N2CCCC2)N2CCCC2)CC1.F[P-](F)(F)(F)(F)F.C(N(CC)CC)C.O1CCCC1.CN(C)C=O.C(Cl)Cl, predict the reaction product. The product is: [CH2:13]([NH:20][C:10]([C:8]1[CH:9]=[C:4]2[CH:3]=[CH:2][NH:1][C:5]2=[N:6][CH:7]=1)=[O:12])[C:14]1[CH:19]=[CH:18][CH:17]=[CH:16][CH:15]=1. (3) Given the reactants [CH3:1][O:2][C:3]([C:5]1[CH:13]=[C:12]2[C:8]([C:9]3[CH:17]=[C:16]([CH3:18])[CH:15]=[N:14][C:10]=3[NH:11]2)=[C:7](N)[CH:6]=1)=[O:4].[I:20]C1C=C(C#N)C=C2C=1C1C=C(C)C=NC=1N2, predict the reaction product. The product is: [CH3:1][O:2][C:3]([C:5]1[CH:13]=[C:12]2[C:8]([C:9]3[CH:17]=[C:16]([CH3:18])[CH:15]=[N:14][C:10]=3[NH:11]2)=[C:7]([I:20])[CH:6]=1)=[O:4]. (4) Given the reactants [F:1][C:2]1[CH:3]=[C:4]([C:8]2[C:9]3[CH:24]=[CH:23][CH:22]=[N:21][C:10]=3[NH:11][C:12](=O)[CH:13]([C:15]3[S:16][CH:17]=[CH:18][CH:19]=3)[N:14]=2)[CH:5]=[CH:6][CH:7]=1.[CH2:25]([NH2:27])[CH3:26], predict the reaction product. The product is: [CH2:25]([NH:27][C:12]1[CH:13]([C:15]2[S:16][CH:17]=[CH:18][CH:19]=2)[N:14]=[C:8]([C:4]2[CH:5]=[CH:6][CH:7]=[C:2]([F:1])[CH:3]=2)[C:9]2[CH:24]=[CH:23][CH:22]=[N:21][C:10]=2[N:11]=1)[CH3:26]. (5) Given the reactants [Cl:1][C:2]1[CH:10]=[CH:9][C:5]([C:6]([OH:8])=O)=[CH:4][N:3]=1.F[P-](F)(F)(F)(F)F.N1(OC(N(C)C)=[N+](C)C)C2C=CC=CC=2N=N1.[N:35]1[C:44]2[C:39](=[CH:40][CH:41]=[CH:42][CH:43]=2)[CH:38]=[C:37]([NH2:45])[CH:36]=1.C(N(CC)C(C)C)(C)C, predict the reaction product. The product is: [Cl:1][C:2]1[CH:10]=[CH:9][C:5]([C:6]([NH:45][C:37]2[CH:36]=[N:35][C:44]3[C:39]([CH:38]=2)=[CH:40][CH:41]=[CH:42][CH:43]=3)=[O:8])=[CH:4][N:3]=1.